This data is from Full USPTO retrosynthesis dataset with 1.9M reactions from patents (1976-2016). The task is: Predict the reactants needed to synthesize the given product. (1) Given the product [F:12][C:10]1[CH:9]=[CH:8][C:7]([C:13]#[CH:14])=[C:6]2[C:11]=1[CH:2]=[CH:3][C:4]([CH2:17][CH2:18][CH3:19])=[N:5]2, predict the reactants needed to synthesize it. The reactants are: C[C:2]1[C:11]2[C:6](=[C:7]([C:13]#[C:14]CO)[CH:8]=[CH:9][C:10]=2[F:12])[N:5]=[C:4]([CH2:17][CH2:18][CH3:19])[C:3]=1C.[OH-].[Na+].C1(C)C=CC=CC=1. (2) The reactants are: [C:1]1([S:7]([N:10]2[C:14]3=[N:15][CH:16]=[CH:17][CH:18]=[C:13]3[C:12](I)=[CH:11]2)(=[O:9])=[O:8])[CH:6]=[CH:5][CH:4]=[CH:3][CH:2]=1.[N:20]1[CH:25]=[CH:24][CH:23]=[CH:22][C:21]=1[C:26]1[C:27](B(O)O)=[C:28]2[CH2:33][CH2:32][CH2:31][N:29]2[N:30]=1. Given the product [C:1]1([S:7]([N:10]2[C:14]3=[N:15][CH:16]=[CH:17][CH:18]=[C:13]3[C:12]([C:27]3[C:26]([C:21]4[CH:22]=[CH:23][CH:24]=[CH:25][N:20]=4)=[N:30][N:29]4[CH2:31][CH2:32][CH2:33][C:28]=34)=[CH:11]2)(=[O:9])=[O:8])[CH:6]=[CH:5][CH:4]=[CH:3][CH:2]=1, predict the reactants needed to synthesize it. (3) Given the product [F:1][C:2]1([F:19])[C@H:6]([OH:7])[CH2:5][C@@H:4]([C@@:8]([OH:18])([C:12]2[CH:17]=[CH:16][CH:15]=[CH:14][CH:13]=2)[C:9]([O:11][CH2:33][CH:30]2[CH2:31][CH2:32][NH:27][CH2:28][CH2:29]2)=[O:10])[CH2:3]1, predict the reactants needed to synthesize it. The reactants are: [F:1][C:2]1([F:19])[C@H:6]([OH:7])[CH2:5][C@@H:4]([C@@:8]([OH:18])([C:12]2[CH:17]=[CH:16][CH:15]=[CH:14][CH:13]=2)[C:9]([OH:11])=[O:10])[CH2:3]1.C(OC([N:27]1[CH2:32][CH2:31][CH:30]([CH2:33]O)[CH2:29][CH2:28]1)=O)(C)(C)C. (4) Given the product [Br:8][C:9]1[CH:10]=[CH:11][C:12]([CH2:13][O:14][CH2:15][C@@H:16]2[CH2:18][C@@H:17]2[CH:19]2[CH2:24][CH2:23][N:22]([C:27]#[N:30])[CH2:21][CH2:20]2)=[CH:25][CH:26]=1, predict the reactants needed to synthesize it. The reactants are: FC(F)(F)C(O)=O.[Br:8][C:9]1[CH:26]=[CH:25][C:12]([CH2:13][O:14][CH2:15][C@@H:16]2[CH2:18][C@@H:17]2[CH:19]2[CH2:24][CH2:23][NH:22][CH2:21][CH2:20]2)=[CH:11][CH:10]=1.[CH:27]([N:30](CC)C(C)C)(C)C.N#CBr. (5) Given the product [NH2:1][C:4]1[CH:5]=[CH:6][C:7]([C:10]2[CH:11]=[C:12]3[N:17]([CH:18]=2)[CH:16]=[CH:15][CH:14]=[CH:13]3)=[CH:8][CH:9]=1, predict the reactants needed to synthesize it. The reactants are: [N+:1]([C:4]1[CH:9]=[CH:8][C:7]([C:10]2[CH:11]=[C:12]3[N:17]([CH:18]=2)[CH:16]=[CH:15][CH:14]=[CH:13]3)=[CH:6][CH:5]=1)([O-])=O.[BH4-].[Na+]. (6) The reactants are: [Cl:1][C:2]1[C:7]([N:8]2[C:17](=[O:18])[C:16]3[C:11](=[CH:12][CH:13]=[C:14]([F:19])[CH:15]=3)[N:10]=[C:9]2[CH:20]=O)=[CH:6][CH:5]=[CH:4][N:3]=1.[N:22]1([CH2:27][C:28]2[CH:29]=[C:30]([CH:32]=[CH:33][CH:34]=2)[NH2:31])[CH2:26][CH2:25][CH2:24][CH2:23]1.C(O)(=O)C.C(O[BH-](OC(=O)C)OC(=O)C)(=O)C.[Na+]. Given the product [Cl:1][C:2]1[C:7]([N:8]2[C:17](=[O:18])[C:16]3[C:11](=[CH:12][CH:13]=[C:14]([F:19])[CH:15]=3)[N:10]=[C:9]2[CH2:20][NH:31][C:30]2[CH:32]=[CH:33][CH:34]=[C:28]([CH2:27][N:22]3[CH2:23][CH2:24][CH2:25][CH2:26]3)[CH:29]=2)=[CH:6][CH:5]=[CH:4][N:3]=1, predict the reactants needed to synthesize it. (7) The reactants are: Br[C:2]1[C:3]2[CH2:10][C:9]([CH3:12])([CH3:11])[CH:8]([OH:13])[C:4]=2[CH:5]=[N:6][CH:7]=1.[C:14]([C:16]1[CH:21]=[CH:20][C:19](B(O)O)=[CH:18][CH:17]=1)#[N:15]. Given the product [OH:13][CH:8]1[C:4]2[CH:5]=[N:6][CH:7]=[C:2]([C:19]3[CH:20]=[CH:21][C:16]([C:14]#[N:15])=[CH:17][CH:18]=3)[C:3]=2[CH2:10][C:9]1([CH3:12])[CH3:11], predict the reactants needed to synthesize it. (8) Given the product [F:1][C:2]([F:16])([F:15])[C:3]1[CH:4]=[CH:5][C:6]2[CH:10]=[C:9]([C:11]([Cl:21])=[O:12])[S:8][C:7]=2[CH:14]=1, predict the reactants needed to synthesize it. The reactants are: [F:1][C:2]([F:16])([F:15])[C:3]1[CH:4]=[CH:5][C:6]2[CH:10]=[C:9]([C:11](O)=[O:12])[S:8][C:7]=2[CH:14]=1.C(Cl)(C([Cl:21])=O)=O.